Dataset: Full USPTO retrosynthesis dataset with 1.9M reactions from patents (1976-2016). Task: Predict the reactants needed to synthesize the given product. (1) Given the product [C:27]([CH2:26][N:25]([CH3:24])[C:19]([C:17]1[S:18][C:14]([C:11]2[N:12]=[C:13]3[C:5]([C:3](=[O:4])[C:2]([CH3:1])([CH3:22])[CH3:23])=[CH:6][NH:7][C:8]3=[N:9][CH:10]=2)=[CH:15][CH:16]=1)=[O:20])#[N:28], predict the reactants needed to synthesize it. The reactants are: [CH3:1][C:2]([CH3:23])([CH3:22])[C:3]([C:5]1[C:13]2[C:8](=[N:9][CH:10]=[C:11]([C:14]3[S:18][C:17]([C:19](O)=[O:20])=[CH:16][CH:15]=3)[N:12]=2)[NH:7][CH:6]=1)=[O:4].[CH3:24][NH:25][CH2:26][C:27]#[N:28].CCN=C=NCCCN(C)C. (2) Given the product [CH:20]1([C:11]2[CH:12]=[C:13]([C:14]3[CH:19]=[CH:18][CH:17]=[CH:16][CH:15]=3)[C:7]3[O:6][CH:5]([CH2:4][NH2:1])[CH2:9][C:8]=3[CH:10]=2)[CH2:21][CH2:22][CH2:23][CH2:24]1, predict the reactants needed to synthesize it. The reactants are: [N:1]([CH2:4][CH:5]1[CH2:9][C:8]2[CH:10]=[C:11]([CH:20]3[CH2:24][CH2:23][CH2:22][CH2:21]3)[CH:12]=[C:13]([C:14]3[CH:19]=[CH:18][CH:17]=[CH:16][CH:15]=3)[C:7]=2[O:6]1)=[N+]=[N-].C1(P(C2C=CC=CC=2)C2C=CC=CC=2)C=CC=CC=1. (3) Given the product [Br:1][C:2]1[CH:9]=[CH:8][C:7]([C:10]([F:13])([F:12])[F:11])=[CH:6][C:3]=1[CH2:4][NH:15][CH:16]1[CH2:24][C:23]2[C:18](=[CH:19][CH:20]=[CH:21][CH:22]=2)[CH2:17]1, predict the reactants needed to synthesize it. The reactants are: [Br:1][C:2]1[CH:9]=[CH:8][C:7]([C:10]([F:13])([F:12])[F:11])=[CH:6][C:3]=1[CH:4]=O.Cl.[NH2:15][CH:16]1[CH2:24][C:23]2[C:18](=[CH:19][CH:20]=[CH:21][CH:22]=2)[CH2:17]1. (4) Given the product [CH3:11][N:12]1[C:20]2[C:15](=[CH:16][CH:17]=[CH:18][CH:19]=2)[C:14]2([O:21][CH:2]3[CH:3]=[CH:4][C:5]4[C:10]([N:1]3[C:30]3[CH:31]=[CH:32][CH:33]=[CH:34][C:29]2=3)=[CH:9][CH:8]=[CH:7][CH:6]=4)[C:13]1=[O:22], predict the reactants needed to synthesize it. The reactants are: [N:1]1[C:10]2[C:5](=[CH:6][CH:7]=[CH:8][CH:9]=2)[CH:4]=[CH:3][CH:2]=1.[CH3:11][N:12]1[C:20]2[C:15](=[CH:16][CH:17]=[CH:18][CH:19]=2)[C:14](=[O:21])[C:13]1=[O:22].FC(F)(F)S(O[C:29]1[CH:34]=[CH:33][CH:32]=[CH:31][C:30]=1[Si](C)(C)C)(=O)=O.[F-].[K+].O1CCOCCOCCOCCOCCOCC1. (5) Given the product [Cl:30][C:31]1[CH:36]=[CH:35][C:34]([NH:37][C:23]([NH:22][C:19]2[CH:20]=[CH:21][C:16]([O:15][C:14]3[C:7]4[NH:6][C:5](=[O:4])[CH:10]=[N:9][C:8]=4[N:11]=[CH:12][CH:13]=3)=[CH:17][CH:18]=2)=[O:29])=[CH:33][C:32]=1[C:40]([F:41])([F:42])[F:43], predict the reactants needed to synthesize it. The reactants are: [N-]=C=O.[O:4]=[C:5]1[CH:10]=[N:9][C:8]2[N:11]=[CH:12][CH:13]=[C:14]([O:15][C:16]3[CH:21]=[CH:20][C:19]([NH:22][C:23](=[O:29])OC(C)(C)C)=[CH:18][CH:17]=3)[C:7]=2[NH:6]1.[Cl:30][C:31]1[CH:36]=[CH:35][C:34]([N:37]=C=O)=[CH:33][C:32]=1[C:40]([F:43])([F:42])[F:41]. (6) Given the product [C:21]([O:24][C:25]([N:7]1[CH2:8][CH2:9][C:10]2[NH:2][CH:3]=[N:4][C:5]=2[CH2:6]1)=[O:26])([CH3:23])([CH3:22])[CH3:20], predict the reactants needed to synthesize it. The reactants are: Cl.[N:2]1[C:10]2[CH2:9][CH2:8][NH:7][CH2:6][C:5]=2[NH:4][CH:3]=1.CCN(C(C)C)C(C)C.[CH3:20][C:21]([O:24][C:25](O[C:25]([O:24][C:21]([CH3:23])([CH3:22])[CH3:20])=[O:26])=[O:26])([CH3:23])[CH3:22].